This data is from Forward reaction prediction with 1.9M reactions from USPTO patents (1976-2016). The task is: Predict the product of the given reaction. (1) Given the reactants [CH2:1]([O:8][C:9]1[CH:10]=[C:11]([C:23]2[O:24][C:25]3[CH:34]=[CH:33][C:32]([NH2:35])=[CH:31][C:26]=3[C:27](=[O:30])[C:28]=2[OH:29])[CH:12]=[CH:13][C:14]=1[O:15][CH2:16][C:17]1[CH:22]=[CH:21][CH:20]=[CH:19][CH:18]=1)[C:2]1[CH:7]=[CH:6][CH:5]=[CH:4][CH:3]=1.[C:36](#[N:38])[CH3:37], predict the reaction product. The product is: [CH2:1]([O:8][C:9]1[CH:10]=[C:11]([C:23]2[O:24][C:25]3[CH:34]=[CH:33][C:32]([NH:35][C:36](=[NH:38])[CH3:37])=[CH:31][C:26]=3[C:27](=[O:30])[C:28]=2[OH:29])[CH:12]=[CH:13][C:14]=1[O:15][CH2:16][C:17]1[CH:22]=[CH:21][CH:20]=[CH:19][CH:18]=1)[C:2]1[CH:7]=[CH:6][CH:5]=[CH:4][CH:3]=1. (2) Given the reactants C([Li])CCC.Br[C:7]1[CH:12]=[CH:11][C:10]([CH3:13])=[CH:9][N:8]=1.CN(C)[C:16](=[O:18])[CH3:17].O, predict the reaction product. The product is: [CH3:13][C:10]1[CH:11]=[CH:12][C:7]([C:16](=[O:18])[CH3:17])=[N:8][CH:9]=1. (3) Given the reactants [O:1]1[CH:5]=[CH:4][CH:3]=[C:2]1[CH2:6][NH2:7].[CH:8]([O:11][C:12]1[CH:17]=[CH:16][C:15]([N:18]=[C:19]=[S:20])=[CH:14][CH:13]=1)([CH3:10])[CH3:9], predict the reaction product. The product is: [CH:8]([O:11][C:12]1[CH:17]=[CH:16][C:15]([NH:18][C:19]([NH:7][CH2:6][C:2]2[O:1][CH:5]=[CH:4][CH:3]=2)=[S:20])=[CH:14][CH:13]=1)([CH3:10])[CH3:9]. (4) Given the reactants [CH3:1][O:2][C:3](=[O:11])[C:4]1[CH:9]=[CH:8][C:7]([NH2:10])=[CH:6][CH:5]=1.[CH:12]1([C:18]2[CH:25]=[CH:24][C:21]([CH:22]=O)=[CH:20][CH:19]=2)[CH2:17][CH2:16][CH2:15][CH2:14][CH2:13]1.C(O)(=O)C.C([BH3-])#N.[Na+], predict the reaction product. The product is: [CH3:1][O:2][C:3](=[O:11])[C:4]1[CH:9]=[CH:8][C:7]([NH:10][CH2:22][C:21]2[CH:24]=[CH:25][C:18]([CH:12]3[CH2:13][CH2:14][CH2:15][CH2:16][CH2:17]3)=[CH:19][CH:20]=2)=[CH:6][CH:5]=1.